Predict the product of the given reaction. From a dataset of Forward reaction prediction with 1.9M reactions from USPTO patents (1976-2016). (1) Given the reactants [C:1]([O:5][C:6]([N:8]1[C:16]2[C:11](=[CH:12][C:13]([O:17][CH2:18][C:19]3[CH:24]=[CH:23][CH:22]=[CH:21][CH:20]=3)=[CH:14][CH:15]=2)[C:10]([C:25]2[N:26]([C:42]([O:44][C:45]([CH3:48])([CH3:47])[CH3:46])=[O:43])[C:27]3[C:32]([CH:33]=2)=[CH:31][CH:30]=[C:29]([O:34][Si](C(C)(C)C)(C)C)[CH:28]=3)=[N:9]1)=[O:7])([CH3:4])([CH3:3])[CH3:2].O.[F-].C([N+](CCCC)(CCCC)CCCC)CCC, predict the reaction product. The product is: [C:1]([O:5][C:6]([N:8]1[C:16]2[C:11](=[CH:12][C:13]([O:17][CH2:18][C:19]3[CH:20]=[CH:21][CH:22]=[CH:23][CH:24]=3)=[CH:14][CH:15]=2)[C:10]([C:25]2[N:26]([C:42]([O:44][C:45]([CH3:48])([CH3:47])[CH3:46])=[O:43])[C:27]3[C:32]([CH:33]=2)=[CH:31][CH:30]=[C:29]([OH:34])[CH:28]=3)=[N:9]1)=[O:7])([CH3:4])([CH3:3])[CH3:2]. (2) Given the reactants [CH:1]1([NH:7][C:8]2[N:13]=[CH:12][N:11]=[C:10]([C:14]([OH:16])=O)[CH:9]=2)[CH2:6][CH2:5][CH2:4][CH2:3][CH2:2]1.[NH2:17][C:18]1[CH:23]=[CH:22][C:21]([S:24]([NH2:27])(=[O:26])=[O:25])=[CH:20][C:19]=1[CH3:28], predict the reaction product. The product is: [NH2:27][S:24]([C:21]1[CH:22]=[CH:23][C:18]([NH:17][C:14]([C:10]2[CH:9]=[C:8]([NH:7][CH:1]3[CH2:2][CH2:3][CH2:4][CH2:5][CH2:6]3)[N:13]=[CH:12][N:11]=2)=[O:16])=[C:19]([CH3:28])[CH:20]=1)(=[O:25])=[O:26]. (3) Given the reactants O1CCCCC1[O:7][CH2:8][CH2:9][N:10]1[CH:14]=[C:13]([CH:15]2[CH2:20][CH2:19][O:18][CH2:17][CH2:16]2)[N:12]=[C:11]1[CH:21]1[CH2:26][CH2:25][N:24]([C:27]([O:29][C:30]([CH3:33])([CH3:32])[CH3:31])=[O:28])[CH2:23][CH2:22]1.O1CCCC1.Cl, predict the reaction product. The product is: [OH:7][CH2:8][CH2:9][N:10]1[CH:14]=[C:13]([CH:15]2[CH2:16][CH2:17][O:18][CH2:19][CH2:20]2)[N:12]=[C:11]1[CH:21]1[CH2:26][CH2:25][N:24]([C:27]([O:29][C:30]([CH3:33])([CH3:32])[CH3:31])=[O:28])[CH2:23][CH2:22]1.